Dataset: Full USPTO retrosynthesis dataset with 1.9M reactions from patents (1976-2016). Task: Predict the reactants needed to synthesize the given product. (1) Given the product [CH:14]([CH:2]1[CH2:11][CH2:10][CH2:9][C:8]2[C:7]([C:12]#[N:13])=[CH:6][CH:5]=[CH:4][C:3]1=2)=[O:15], predict the reactants needed to synthesize it. The reactants are: O=[C:2]1[CH2:11][CH2:10][CH2:9][C:8]2[C:7]([C:12]#[N:13])=[CH:6][CH:5]=[CH:4][C:3]1=2.[CH:14](C1C2C=CC=C(C#N)C=2CC1)=[O:15]. (2) The reactants are: N1C2C(=CC=C3C=2N=CC=C3)C=CC=1.C(=O)([O-])[O-].[Cs+].[Cs+].I[C:22]1[CH:29]=[CH:28][C:25]([C:26]#[N:27])=[CH:24][CH:23]=1.[C:30]([O:34][C:35]([NH:37][NH2:38])=[O:36])([CH3:33])([CH3:32])[CH3:31]. Given the product [C:30]([O:34][C:35]([N:37]([C:22]1[CH:29]=[CH:28][C:25]([C:26]#[N:27])=[CH:24][CH:23]=1)[NH2:38])=[O:36])([CH3:33])([CH3:32])[CH3:31], predict the reactants needed to synthesize it. (3) Given the product [C:21]([NH:25]/[C:26](=[N:11]/[S:8]([C:5]1[CH:4]=[CH:3][C:2]([CH3:1])=[CH:7][CH:6]=1)(=[O:10])=[O:9])/[NH:20][C:17]1[CH:18]=[CH:19][C:14]([Cl:13])=[CH:15][CH:16]=1)([CH3:24])([CH3:23])[CH3:22], predict the reactants needed to synthesize it. The reactants are: [CH3:1][C:2]1[CH:3]=[CH:4][C:5]([S:8]([NH:11]Cl)(=[O:10])=[O:9])=[CH:6][CH:7]=1.[Cl:13][C:14]1[CH:19]=[CH:18][C:17]([NH2:20])=[CH:16][CH:15]=1.[C:21]([N+:25]#[C-:26])([CH3:24])([CH3:23])[CH3:22]. (4) Given the product [CH:28]1([NH:8][C:9]2[N:14]3[N:15]=[CH:16][C:17]([CH:18]=[O:19])=[C:13]3[N:12]=[C:11]([C:20]3[S:24][C:23]([C:25]([OH:27])=[O:26])=[CH:22][CH:21]=3)[CH:10]=2)[CH2:29][CH2:30]1, predict the reactants needed to synthesize it. The reactants are: C(OC([N:8]([CH:28]1[CH2:30][CH2:29]1)[C:9]1[N:14]2[N:15]=[CH:16][C:17]([CH:18]=[O:19])=[C:13]2[N:12]=[C:11]([C:20]2[S:24][C:23]([C:25]([OH:27])=[O:26])=[CH:22][CH:21]=2)[CH:10]=1)=O)(C)(C)C.Cl. (5) The reactants are: C(O[C:6](=O)[N:7]([C@@H:9]([CH3:48])[C:10]([NH:12][C@@H:13]([C:41]1[CH:46]=[CH:45][C:44]([F:47])=[CH:43][CH:42]=1)[C:14]([N:16]1[C@H:21]([C:22](=[O:34])[NH:23][C@H:24]2[C:33]3[C:28](=[CH:29][CH:30]=[CH:31][CH:32]=3)[O:27][CH2:26][CH2:25]2)[CH2:20][N:19]2[CH2:35][C@H:36]([O:38][CH2:39][CH3:40])[CH2:37][C@@H:18]2[CH2:17]1)=[O:15])=[O:11])C)(C)(C)C. Given the product [O:27]1[C:28]2[C:33](=[CH:32][CH:31]=[CH:30][CH:29]=2)[C@H:24]([NH:23][C:22]([C@@H:21]2[CH2:20][N:19]3[CH2:35][C@H:36]([O:38][CH2:39][CH3:40])[CH2:37][C@@H:18]3[CH2:17][N:16]2[C:14](=[O:15])[C@H:13]([C:41]2[CH:42]=[CH:43][C:44]([F:47])=[CH:45][CH:46]=2)[NH:12][C:10](=[O:11])[C@H:9]([CH3:48])[NH:7][CH3:6])=[O:34])[CH2:25][CH2:26]1, predict the reactants needed to synthesize it. (6) Given the product [C:30]1([CH:7]([C:1]2[CH:6]=[CH:5][CH:4]=[CH:3][CH:2]=2)[CH2:8][CH2:9][N:10]([C:11]([NH:13][C:14]2[CH:19]=[CH:18][CH:17]=[C:16]([C:20]([F:21])([F:23])[F:22])[CH:15]=2)=[O:12])[CH:24]2[CH2:25][CH2:26][N:27]([C:43]([NH:42][C:36]3[CH:41]=[CH:40][CH:39]=[CH:38][CH:37]=3)=[O:44])[CH2:28][CH2:29]2)[CH:35]=[CH:34][CH:33]=[CH:32][CH:31]=1, predict the reactants needed to synthesize it. The reactants are: [C:1]1([CH:7]([C:30]2[CH:35]=[CH:34][CH:33]=[CH:32][CH:31]=2)[CH2:8][CH2:9][N:10]([CH:24]2[CH2:29][CH2:28][NH:27][CH2:26][CH2:25]2)[C:11]([NH:13][C:14]2[CH:19]=[CH:18][CH:17]=[C:16]([C:20]([F:23])([F:22])[F:21])[CH:15]=2)=[O:12])[CH:6]=[CH:5][CH:4]=[CH:3][CH:2]=1.[C:36]1([N:42]=[C:43]=[O:44])[CH:41]=[CH:40][CH:39]=[CH:38][CH:37]=1. (7) Given the product [F:12][CH:8]1[S:7](=[O:14])(=[O:13])[NH:6][CH2:11][CH2:10][CH2:9]1, predict the reactants needed to synthesize it. The reactants are: COC1C=C(OC)C=CC=1C[N:6]1[CH2:11][CH2:10][CH2:9][CH:8]([F:12])[S:7]1(=[O:14])=[O:13].FC(F)(F)C(O)=O. (8) The reactants are: [F:1][C:2]1[CH:3]=[C:4]([N+:9]([O-:11])=[O:10])[CH:5]=[CH:6][C:7]=1F.[C:12]1(=[O:22])[NH:16][C:15](=[O:17])[C:14]2=[CH:18][CH:19]=[CH:20][CH:21]=[C:13]12.[K]. Given the product [F:1][C:2]1[CH:3]=[C:4]([N+:9]([O-:11])=[O:10])[CH:5]=[CH:6][C:7]=1[N:16]1[C:12](=[O:22])[C:13]2[C:14](=[CH:18][CH:19]=[CH:20][CH:21]=2)[C:15]1=[O:17], predict the reactants needed to synthesize it. (9) Given the product [CH:36]1[C:37]2[C:42](=[CH:41][CH:40]=[CH:39][CH:38]=2)[CH:43]=[CH:44][C:35]=1[CH:33]([NH:32][C:31]([CH:29]1[CH2:30][N:24]2[C:25]3[CH:26]([CH:18]([NH2:17])[CH2:19][CH2:20][C:21]=3[CH:22]=[CH:23]2)[C:27](=[O:46])[CH2:28]1)=[O:45])[CH3:34], predict the reactants needed to synthesize it. The reactants are: C1C2C(COC(=O)[NH:17][CH:18]3[CH:26]4[C:27](=[O:46])[CH2:28][CH:29]([C:31](=[O:45])[NH:32][CH:33]([C:35]5[CH:44]=[CH:43][C:42]6[C:37](=[CH:38][CH:39]=[CH:40][CH:41]=6)[CH:36]=5)[CH3:34])[CH2:30][N:24]5[C:25]4=[C:21]([CH:22]=[CH:23]5)[CH2:20][CH2:19]3)C3C(=CC=CC=3)C=2C=CC=1.C(NCC)C.